The task is: Predict the reactants needed to synthesize the given product.. This data is from Full USPTO retrosynthesis dataset with 1.9M reactions from patents (1976-2016). (1) Given the product [CH3:8][C:7]1[N:6]=[C:5]([CH2:9][N:10]2[CH2:15][CH2:14][N:13]([C:16]([O:18][C:19]([CH3:22])([CH3:21])[CH3:20])=[O:17])[CH2:12][CH2:11]2)[CH:4]=[CH:3][C:2]=1[C:25]1[CH:26]=[CH:27][CH:28]=[CH:29][C:24]=1[CH3:23], predict the reactants needed to synthesize it. The reactants are: Br[C:2]1[CH:3]=[CH:4][C:5]([CH2:9][N:10]2[CH2:15][CH2:14][N:13]([C:16]([O:18][C:19]([CH3:22])([CH3:21])[CH3:20])=[O:17])[CH2:12][CH2:11]2)=[N:6][C:7]=1[CH3:8].[CH3:23][C:24]1[CH:29]=[CH:28][CH:27]=[CH:26][C:25]=1B(O)O.C(=O)([O-])[O-].[K+].[K+].O1CCOCC1. (2) Given the product [CH2:18]([O:22][CH2:23][CH2:24][O:25][C:26]1[CH:27]=[CH:28][C:29]([C:32]2[CH:37]=[CH:36][C:35]([N:38]3[CH:42]=[CH:41][CH:40]=[N:39]3)=[C:34](/[CH:43]=[C:11](\[CH3:17])/[C:12]([O:14][CH2:15][CH3:16])=[O:13])[CH:33]=2)=[CH:30][CH:31]=1)[CH2:19][CH2:20][CH3:21], predict the reactants needed to synthesize it. The reactants are: [H-].[Na+].C(OP([CH:11]([CH3:17])[C:12]([O:14][CH2:15][CH3:16])=[O:13])(OCC)=O)C.[CH2:18]([O:22][CH2:23][CH2:24][O:25][C:26]1[CH:31]=[CH:30][C:29]([C:32]2[CH:37]=[CH:36][C:35]([N:38]3[CH:42]=[CH:41][CH:40]=[N:39]3)=[C:34]([CH:43]=O)[CH:33]=2)=[CH:28][CH:27]=1)[CH2:19][CH2:20][CH3:21].O. (3) The reactants are: [Br:1][C:2]1[CH:3]=[CH:4][C:5]([C:8]([CH3:12])([CH3:11])[C:9]#N)=[N:6][CH:7]=1.CC(C[AlH]CC(C)C)C.C1C[O:25]CC1.Cl.C(=O)(O)[O-].[Na+]. Given the product [Br:1][C:2]1[CH:3]=[CH:4][C:5]([C:8]([CH3:12])([CH3:11])[CH:9]=[O:25])=[N:6][CH:7]=1, predict the reactants needed to synthesize it. (4) Given the product [CH2:2]([O:5][NH:6][S:22]([C:17]1[CH:18]=[CH:19][CH:20]=[CH:21][C:16]=1[N+:13]([O-:15])=[O:14])(=[O:23])=[O:24])[CH:3]=[CH2:4], predict the reactants needed to synthesize it. The reactants are: Cl.[CH2:2]([O:5][NH2:6])[CH:3]=[CH2:4].N1C=CC=CC=1.[N+:13]([C:16]1[CH:21]=[CH:20][CH:19]=[CH:18][C:17]=1[S:22](Cl)(=[O:24])=[O:23])([O-:15])=[O:14]. (5) Given the product [Br:1][C:2]1[C:3](=[O:18])[N:4]([C:10]2[C:11]([CH3:17])=[CH:12][CH:13]=[CH:14][C:15]=2[CH3:16])[C:5]([CH3:9])=[CH:6][C:7]=1[O:8][CH2:22][C:21]1[CH:24]=[CH:25][C:26]([F:28])=[CH:27][C:20]=1[F:19], predict the reactants needed to synthesize it. The reactants are: [Br:1][C:2]1[C:3](=[O:18])[N:4]([C:10]2[C:15]([CH3:16])=[CH:14][CH:13]=[CH:12][C:11]=2[CH3:17])[C:5]([CH3:9])=[CH:6][C:7]=1[OH:8].[F:19][C:20]1[CH:27]=[C:26]([F:28])[CH:25]=[CH:24][C:21]=1[CH2:22]Br.C(=O)([O-])[O-].[K+].[K+].